From a dataset of Catalyst prediction with 721,799 reactions and 888 catalyst types from USPTO. Predict which catalyst facilitates the given reaction. (1) The catalyst class is: 1. Product: [CH2:21]([O:20][Si:19]([O:26][CH2:27][CH3:28])([O:23][CH2:24][CH3:25])[CH2:18][CH2:17][CH2:16][S:15][CH:2]([CH3:1])[CH2:3][C:4]([CH:6]1[C:11]([CH3:13])([CH3:12])[CH2:10][CH2:9][CH:8]=[C:7]1[CH3:14])=[O:5])[CH3:22]. Reactant: [CH3:1]/[CH:2]=[CH:3]/[C:4]([CH:6]1[C:11]([CH3:13])([CH3:12])[CH2:10][CH2:9][CH:8]=[C:7]1[CH3:14])=[O:5].[SH:15][CH2:16][CH2:17][CH2:18][Si:19]([O:26][CH2:27][CH3:28])([O:23][CH2:24][CH3:25])[O:20][CH2:21][CH3:22].C1CCN2C(=NCCC2)CC1.Cl. (2) Reactant: C(O)(C(F)(F)F)=O.C(OC(=O)[NH:14][C@H:15]([C:17]1[N:21]([CH3:22])[C:20]2[C:23]([Br:28])=[C:24]([F:27])[CH:25]=[CH:26][C:19]=2[N:18]=1)[CH3:16])(C)(C)C. Product: [Br:28][C:23]1[C:20]2[N:21]([CH3:22])[C:17]([C@@H:15]([NH2:14])[CH3:16])=[N:18][C:19]=2[CH:26]=[CH:25][C:24]=1[F:27]. The catalyst class is: 2. (3) Reactant: [Cl:1][C:2]1[CH:7]=[CH:6][C:5]([C:8]2[N:12]([C:13]3[CH:18]=[CH:17][C:16]([Cl:19])=[CH:15][C:14]=3[Cl:20])[N:11]=[C:10]([C:21]([OH:23])=O)[C:9]=2[CH3:24])=[CH:4][CH:3]=1.[C:25]([NH:30][NH2:31])(=[O:29])[CH2:26][CH2:27][CH3:28].CCN=C=NCCCN(C)C.Cl. Product: [C:25]([NH:30][NH:31][C:21]([C:10]1[C:9]([CH3:24])=[C:8]([C:5]2[CH:4]=[CH:3][C:2]([Cl:1])=[CH:7][CH:6]=2)[N:12]([C:13]2[CH:18]=[CH:17][C:16]([Cl:19])=[CH:15][C:14]=2[Cl:20])[N:11]=1)=[O:23])(=[O:29])[CH2:26][CH2:27][CH3:28]. The catalyst class is: 64. (4) Reactant: [F:1][C:2]1[CH:7]=[CH:6][CH:5]=[C:4]([F:8])[C:3]=1[C:9]1[S:10][CH:11]=[C:12]([C:14]([O:16]CC)=[O:15])[N:13]=1.[Li+].[OH-].Cl. Product: [F:8][C:4]1[CH:5]=[CH:6][CH:7]=[C:2]([F:1])[C:3]=1[C:9]1[S:10][CH:11]=[C:12]([C:14]([OH:16])=[O:15])[N:13]=1. The catalyst class is: 36. (5) The catalyst class is: 10. Product: [O:1]1[CH2:6][CH2:5][N:4]([CH2:7][CH2:8][O:9][C:10]2[CH:11]=[CH:12][C:13]([C:16]3[CH:17]=[CH:18][C:19]([CH2:22][C:23]#[N:25])=[N:20][CH:21]=3)=[CH:14][CH:15]=2)[CH2:3][CH2:2]1. Reactant: [O:1]1[CH2:6][CH2:5][N:4]([CH2:7][CH2:8][O:9][C:10]2[CH:15]=[CH:14][C:13]([C:16]3[CH:17]=[CH:18][C:19]([CH2:22][C:23]([NH:25]CC4C=CC=CC=4)=O)=[N:20][CH:21]=3)=[CH:12][CH:11]=2)[CH2:3][CH2:2]1.FC1N=CC(C2C=CC(OCCN3CCOCC3)=CC=2)=CC=1. (6) Reactant: C([C:3]1[N:8]=[C:7]2[C:9]([C:19](=[O:28])[NH:20][C@H:21]3[CH2:26][CH2:25][CH2:24][CH2:23][C@@H:22]3[OH:27])=[CH:10][N:11]([C:12](OC(C)(C)C)=O)[C:6]2=[CH:5][CH:4]=1)#N.[CH3:29][C:30]1[CH:35]=[C:34](CBr)[CH:33]=[CH:32][N:31]=1.C(=O)([O-])[O-].[Cs+].[Cs+]. Product: [OH:27][C@H:22]1[CH2:23][CH2:24][CH2:25][CH2:26][C@@H:21]1[NH:20][C:19]([C:9]1[C:7]2=[N:8][CH:3]=[CH:4][CH:5]=[C:6]2[N:11]([CH2:12][C:34]2[CH:33]=[CH:32][N:31]=[C:30]([CH3:29])[CH:35]=2)[CH:10]=1)=[O:28]. The catalyst class is: 3.